From a dataset of Forward reaction prediction with 1.9M reactions from USPTO patents (1976-2016). Predict the product of the given reaction. (1) Given the reactants N(C(OC(C)C)=O)=NC(OC(C)C)=O.[C:15]([O:19][C:20](=[O:35])[NH:21][C@H:22]([C:26]([N:28]1[CH2:33][CH2:32][CH:31]([OH:34])[CH2:30][CH2:29]1)=[O:27])[CH:23]([CH3:25])[CH3:24])([CH3:18])([CH3:17])[CH3:16].[C:36]1(O)[CH:41]=[CH:40][CH:39]=[CH:38][CH:37]=1.C1(P(C2C=CC=CC=2)C2C=CC=CC=2)C=CC=CC=1, predict the reaction product. The product is: [CH3:24][CH:23]([CH3:25])[C@H:22]([NH:21][C:20](=[O:35])[O:19][C:15]([CH3:17])([CH3:18])[CH3:16])[C:26]([N:28]1[CH2:33][CH2:32][CH:31]([O:34][C:36]2[CH:41]=[CH:40][CH:39]=[CH:38][CH:37]=2)[CH2:30][CH2:29]1)=[O:27]. (2) Given the reactants N[C:2]1[CH:3]=[C:4]([OH:8])[CH:5]=[CH:6][CH:7]=1.Br[CH2:10][CH2:11][CH2:12]Cl.[CH3:14][N:15]([CH3:18])[CH:16]=O, predict the reaction product. The product is: [CH2:10]1[CH2:18][N:15]2[C:14]3[C:5]([CH2:6][CH2:7][CH2:16]2)=[C:4]([OH:8])[CH:3]=[CH:2][C:12]=3[CH2:11]1. (3) Given the reactants [F:1][C:2]1[CH:7]=[CH:6][C:5]([CH:8]([OH:26])[CH2:9][CH2:10][CH2:11][C:12]([N:14]2[CH:18]([C:19]3[CH:24]=[CH:23][CH:22]=[CH:21][CH:20]=3)[CH2:17][O:16][C:15]2=[O:25])=[O:13])=[CH:4][CH:3]=1.N1C=CN=C1.[Si:32](Cl)([C:35]([CH3:38])([CH3:37])[CH3:36])([CH3:34])[CH3:33], predict the reaction product. The product is: [Si:32]([O:26][CH:8]([C:5]1[CH:6]=[CH:7][C:2]([F:1])=[CH:3][CH:4]=1)[CH2:9][CH2:10][CH2:11][C:12]([N:14]1[CH:18]([C:19]2[CH:20]=[CH:21][CH:22]=[CH:23][CH:24]=2)[CH2:17][O:16][C:15]1=[O:25])=[O:13])([C:35]([CH3:38])([CH3:37])[CH3:36])([CH3:34])[CH3:33].